From a dataset of Reaction yield outcomes from USPTO patents with 853,638 reactions. Predict the reaction yield, written as a fraction of the theoretical maximum amount of product (1.0 means a 100% yield; for example, 0.34 means a 34% yield). The reactants are Cl[C:2]1[CH:9]=[CH:8][C:5]([C:6]#[N:7])=[CH:4][CH:3]=1.[F-:10].[K+]. The catalyst is CS(C)=O. The product is [F:10][C:2]1[CH:9]=[CH:8][C:5]([C:6]#[N:7])=[CH:4][CH:3]=1. The yield is 0.750.